The task is: Predict the reaction yield, written as a fraction of the theoretical maximum amount of product (1.0 means a 100% yield; for example, 0.34 means a 34% yield).. This data is from Reaction yield outcomes from USPTO patents with 853,638 reactions. (1) The reactants are [CH3:1][C:2]([CH3:17])([CH3:16])[C:3]([NH:5][C:6]1[NH:7][C:8](=O)[C:9]2[CH:14]=[CH:13][NH:12][C:10]=2[N:11]=1)=[O:4].O=P(Cl)(Cl)[Cl:20].CN(C)C1C=CC=CC=1. The catalyst is [Cl-].C([N+](CC)(CC)CC)C1C=CC=CC=1.C(#N)C. The product is [Cl:20][C:8]1[C:9]2[CH:14]=[CH:13][NH:12][C:10]=2[N:11]=[C:6]([NH:5][C:3](=[O:4])[C:2]([CH3:17])([CH3:16])[CH3:1])[N:7]=1. The yield is 0.700. (2) The reactants are [CH3:1][S:2][C:3]1[CH:8]=[CH:7][C:6]([CH:9]([CH2:19][C@H:20]2[CH2:24][CH2:23][CH2:22][O:21]2)[C:10]([NH:12][C:13]2[CH:18]=[N:17][CH:16]=[CH:15][N:14]=2)=[O:11])=[CH:5][C:4]=1[C:25]([F:28])([F:27])[F:26].C(O)=[O:30].OO.[Mn]([O-])(=O)(=O)=O.[K+].[OH2:40]. The catalyst is CO. The product is [CH3:1][S:2]([C:3]1[CH:8]=[CH:7][C:6]([CH:9]([CH2:19][C@H:20]2[CH2:24][CH2:23][CH2:22][O:21]2)[C:10]([NH:12][C:13]2[CH:18]=[N:17][CH:16]=[CH:15][N:14]=2)=[O:11])=[CH:5][C:4]=1[C:25]([F:28])([F:26])[F:27])(=[O:30])=[O:40]. The yield is 0.573. (3) The reactants are Cl[C:2]1[N:10]=[C:9]2[C:5]([N:6]=[CH:7][N:8]2[CH:11]([CH3:13])[CH3:12])=[C:4]([NH:14][CH2:15][C:16]2[CH:21]=[CH:20][CH:19]=[C:18]([C:22]([F:25])([F:24])[F:23])[CH:17]=2)[N:3]=1.[NH2:26][C@H:27]([CH2:30][CH3:31])[CH2:28][OH:29].CCOCC. The catalyst is O. The product is [CH:11]([N:8]1[CH:7]=[N:6][C:5]2[C:9]1=[N:10][C:2]([NH:26][C@H:27]([CH2:30][CH3:31])[CH2:28][OH:29])=[N:3][C:4]=2[NH:14][CH2:15][C:16]1[CH:21]=[CH:20][CH:19]=[C:18]([C:22]([F:25])([F:24])[F:23])[CH:17]=1)([CH3:13])[CH3:12]. The yield is 0.250.